From a dataset of Merck oncology drug combination screen with 23,052 pairs across 39 cell lines. Regression. Given two drug SMILES strings and cell line genomic features, predict the synergy score measuring deviation from expected non-interaction effect. Drug 1: COC12C(COC(N)=O)C3=C(C(=O)C(C)=C(N)C3=O)N1CC1NC12. Cell line: MSTO. Synergy scores: synergy=14.1. Drug 2: CS(=O)(=O)CCNCc1ccc(-c2ccc3ncnc(Nc4ccc(OCc5cccc(F)c5)c(Cl)c4)c3c2)o1.